Dataset: Retrosynthesis with 50K atom-mapped reactions and 10 reaction types from USPTO. Task: Predict the reactants needed to synthesize the given product. Given the product CCN(CC)C(=O)c1ccc2c(c1)Oc1c(cccc1-c1ccccc1)C2=C1CC2CCC(C1)N2, predict the reactants needed to synthesize it. The reactants are: CCN(CC)C(=O)c1ccc2c(c1)Oc1c(Br)cccc1C2=C1CC2CCC(C1)N2.OB(O)c1ccccc1.